Task: Predict which catalyst facilitates the given reaction.. Dataset: Catalyst prediction with 721,799 reactions and 888 catalyst types from USPTO (1) Reactant: [C:1]1([CH:7]([C:13]([O:15]CC)=O)[C:8]([O:10][CH2:11][CH3:12])=[O:9])[CH:6]=[CH:5][CH:4]=[CH:3][CH:2]=1.N1C=CC=CC=1.[F:24][C:25]1[CH:31]=[CH:30][C:28]([NH2:29])=[CH:27][CH:26]=1. Product: [F:24][C:25]1[CH:31]=[CH:30][C:28]([NH:29][C:13](=[O:15])[CH:7]([C:1]2[CH:2]=[CH:3][CH:4]=[CH:5][CH:6]=2)[C:8]([O:10][CH2:11][CH3:12])=[O:9])=[CH:27][CH:26]=1. The catalyst class is: 2. (2) Reactant: C1(P(C2C=CC=CC=2)C2C=CC=CC=2)C=CC=CC=1.[Br:20]Br.[F:22][C:23]1[CH:24]=[C:25]2[C:30](=[CH:31][C:32]=1[CH2:33]O)[O:29][CH2:28][CH:27]([CH2:35][CH2:36][CH2:37][CH2:38][CH3:39])[CH2:26]2.O. Product: [Br:20][CH2:33][C:32]1[CH:31]=[C:30]2[C:25]([CH2:26][CH:27]([CH2:35][CH2:36][CH2:37][CH2:38][CH3:39])[CH2:28][O:29]2)=[CH:24][C:23]=1[F:22]. The catalyst class is: 10. (3) Reactant: [CH3:1][C:2]1[C:11]([CH:12]([CH2:17][CH2:18][CH3:19])[C:13]([O:15]C)=[O:14])=[C:10]([C:20]2[CH:25]=[CH:24][C:23]([CH3:26])=[CH:22][CH:21]=2)[C:9]2[C:4](=[CH:5][C:6]3[CH2:29][CH2:28][CH2:27][C:7]=3[CH:8]=2)[N:3]=1.[OH-].[Na+]. Product: [CH3:1][C:2]1[C:11]([CH:12]([CH2:17][CH2:18][CH3:19])[C:13]([OH:15])=[O:14])=[C:10]([C:20]2[CH:21]=[CH:22][C:23]([CH3:26])=[CH:24][CH:25]=2)[C:9]2[C:8]3[CH2:29][CH2:28][CH2:27][C:7]=3[CH:6]=[CH:5][C:4]=2[N:3]=1. The catalyst class is: 645. (4) Reactant: [Cl:1][C:2]1[CH:3]=[C:4]([NH2:15])[C:5]([S:8][C:9]2[CH:14]=[CH:13][N:12]=[CH:11][CH:10]=2)=[N:6][CH:7]=1.[Cl:16][C:17]1[CH:22]=[CH:21][C:20]([S:23](Cl)(=[O:25])=[O:24])=[CH:19][C:18]=1[C:27]([F:30])([F:29])[F:28]. Product: [Cl:16][C:17]1[CH:22]=[CH:21][C:20]([S:23]([NH:15][C:4]2[C:5]([S:8][C:9]3[CH:10]=[CH:11][N:12]=[CH:13][CH:14]=3)=[N:6][CH:7]=[C:2]([Cl:1])[CH:3]=2)(=[O:24])=[O:25])=[CH:19][C:18]=1[C:27]([F:30])([F:28])[F:29]. The catalyst class is: 17.